The task is: Predict the product of the given reaction.. This data is from Forward reaction prediction with 1.9M reactions from USPTO patents (1976-2016). (1) Given the reactants Cl[CH2:2][CH2:3][O:4][C:5]1[CH:10]=[CH:9][CH:8]=[C:7]([O:11][CH3:12])[CH:6]=1.[N:13]1[CH:18]=[CH:17][CH:16]=[C:15]([C:19]2[C:20]([N:25]3[CH2:30][CH2:29][NH:28][CH2:27][CH2:26]3)=[N:21][CH:22]=[CH:23][CH:24]=2)[CH:14]=1, predict the reaction product. The product is: [CH3:12][O:11][C:7]1[CH:6]=[C:5]([CH:10]=[CH:9][CH:8]=1)[O:4][CH2:3][CH2:2][N:28]1[CH2:29][CH2:30][N:25]([C:20]2[C:19]([C:15]3[CH:14]=[N:13][CH:18]=[CH:17][CH:16]=3)=[CH:24][CH:23]=[CH:22][N:21]=2)[CH2:26][CH2:27]1. (2) Given the reactants [CH3:1][O:2][C:3]([C:5]1[N:6]([CH2:23][C:24]2[CH:29]=[CH:28][C:27]([C:30]([O:32][C:33]([CH3:36])([CH3:35])[CH3:34])=[O:31])=[CH:26][CH:25]=2)[C:7](=[O:22])[C:8]2[C:13]([C:14]=1[C:15]1[CH:20]=[CH:19][CH:18]=[CH:17][CH:16]=1)=[CH:12][C:11](Br)=[CH:10][CH:9]=2)=[O:4].C(N(CC)CC)C.CN([CH:47]=[O:48])C.[C]=O.[CH3:51][OH:52], predict the reaction product. The product is: [CH3:1][O:2][C:3]([C:5]1[N:6]([CH2:23][C:24]2[CH:29]=[CH:28][C:27]([C:30]([O:32][C:33]([CH3:36])([CH3:35])[CH3:34])=[O:31])=[CH:26][CH:25]=2)[C:7](=[O:22])[C:8]2[C:13]([C:14]=1[C:15]1[CH:20]=[CH:19][CH:18]=[CH:17][CH:16]=1)=[CH:12][C:11]([C:51]([O:48][CH3:47])=[O:52])=[CH:10][CH:9]=2)=[O:4]. (3) Given the reactants [N:1]([CH2:4][CH2:5][O:6][CH2:7][CH2:8][O:9][CH2:10][CH2:11][OH:12])=[N+:2]=[N-:3].CCN(CC)CC.[CH3:20][S:21](Cl)(=[O:23])=[O:22].CCOC(C)=O, predict the reaction product. The product is: [CH3:20][S:21]([O:12][CH2:11][CH2:10][O:9][CH2:8][CH2:7][O:6][CH2:5][CH2:4][N:1]=[N+:2]=[N-:3])(=[O:23])=[O:22]. (4) Given the reactants [NH:1]1[CH:5]=[C:4]([C:6]2[CH:7]=[C:8]3[C:13](=[CH:14][CH:15]=2)[CH:12]=[N:11][CH:10]=[CH:9]3)[CH:3]=[N:2]1.CS(O[CH2:21][CH2:22][C@@H:23]([NH:32][C:33]([O:35][C:36]([CH3:39])([CH3:38])[CH3:37])=[O:34])[CH2:24][C:25]1[CH:30]=[CH:29][C:28]([Cl:31])=[CH:27][CH:26]=1)(=O)=O.C(=O)([O-])[O-].[Cs+].[Cs+], predict the reaction product. The product is: [Cl:31][C:28]1[CH:27]=[CH:26][C:25]([CH2:24][C@H:23]([NH:32][C:33](=[O:34])[O:35][C:36]([CH3:39])([CH3:38])[CH3:37])[CH2:22][CH2:21][N:1]2[CH:5]=[C:4]([C:6]3[CH:7]=[C:8]4[C:13](=[CH:14][CH:15]=3)[CH:12]=[N:11][CH:10]=[CH:9]4)[CH:3]=[N:2]2)=[CH:30][CH:29]=1. (5) Given the reactants [F:1][C:2]1[CH:7]=[CH:6][C:5]([CH:8]=[N:9][C:10]2[C:15]([C:16]([O:18][CH3:19])=[O:17])=[N:14][CH:13]=[CH:12][N:11]=2)=[CH:4][CH:3]=1.C(O[BH-](OC(=O)C)OC(=O)C)(=O)C.[Na+].CC(O)=O.C(O[BH-](OC(=O)C)OC(=O)C)(=O)C, predict the reaction product. The product is: [F:1][C:2]1[CH:3]=[CH:4][C:5]([CH2:8][NH:9][C:10]2[C:15]([C:16]([O:18][CH3:19])=[O:17])=[N:14][CH:13]=[CH:12][N:11]=2)=[CH:6][CH:7]=1. (6) Given the reactants C(OC([N:8]1[C@H:12]([C:13](O)=O)[C@@H:11]([CH3:16])[O:10]C1(C)C)=O)(C)(C)C.C1C=CC2N(O)N=NC=2C=1.CN1CCOCC1.CCN=C=NCCCN(C)C.[NH2:47][C:48]1[CH:49]=[C:50]([C:55]2[CH:60]=[CH:59][C:58]([C:61]#[N:62])=[CH:57][C:56]=2[F:63])[CH:51]=[CH:52][C:53]=1[NH2:54], predict the reaction product. The product is: [NH2:8][C@H:12]([C:13]1[NH:54][C:53]2[CH:52]=[CH:51][C:50]([C:55]3[CH:60]=[CH:59][C:58]([C:61]#[N:62])=[CH:57][C:56]=3[F:63])=[CH:49][C:48]=2[N:47]=1)[C@H:11]([OH:10])[CH3:16]. (7) Given the reactants [NH2:1][C:2]1[CH:3]=[C:4]2[C:20](=[O:21])[NH:19][N:18]=[CH:17][C:6]3=[C:7]([C:11]4[CH:16]=[CH:15][CH:14]=[CH:13][CH:12]=4)[NH:8][C:9]([CH:10]=1)=[C:5]23.[CH3:22][C:23]1[CH:31]=[CH:30][CH:29]=[CH:28][C:24]=1[C:25](O)=[O:26].C(N(CC)CC)C.F[P-](F)(F)(F)(F)F.N1(OC(N(C)C)=[N+](C)C)C2N=CC=CC=2N=N1, predict the reaction product. The product is: [CH3:22][C:23]1[CH:31]=[CH:30][CH:29]=[CH:28][C:24]=1[C:25]([NH:1][C:2]1[CH:3]=[C:4]2[C:20](=[O:21])[NH:19][N:18]=[CH:17][C:6]3=[C:7]([C:11]4[CH:12]=[CH:13][CH:14]=[CH:15][CH:16]=4)[NH:8][C:9]([CH:10]=1)=[C:5]23)=[O:26]. (8) Given the reactants Br[C:2]1[CH:23]=[CH:22][C:5]2[O:6][CH2:7][C:8]3[CH:21]=[CH:20][CH:19]=[CH:18][C:9]=3[C:10](=[C:11]3[CH2:16][CH2:15][N:14]([CH3:17])[CH2:13][CH2:12]3)[C:4]=2[CH:3]=1.[CH3:24][N:25](C=O)C, predict the reaction product. The product is: [CH3:17][N:14]1[CH2:13][CH2:12][C:11](=[C:10]2[C:9]3[CH:18]=[CH:19][CH:20]=[CH:21][C:8]=3[CH2:7][O:6][C:5]3[CH:22]=[CH:23][C:2]([C:24]#[N:25])=[CH:3][C:4]2=3)[CH2:16][CH2:15]1. (9) Given the reactants [CH2:1]1[O:9][C:8]2[CH:7]=[CH:6][C:5]([CH:10]3[C:18]4[C:13](=[CH:14][CH:15]=[CH:16][CH:17]=4)[CH:12]([C:19]4[CH:24]=[CH:23][CH:22]=[CH:21][CH:20]=4)[CH:11]3[C:25]([O-:27])=[O:26])=[CH:4][C:3]=2[O:2]1.C1OC2C=CC(C3C4C(=CC=CC=4)C(C4C=CC=CC=4)=C3C(OCC)=O)=CC=2O1, predict the reaction product. The product is: [CH2:1]1[O:9][C:8]2[CH:7]=[CH:6][C:5]([CH:10]3[C:18]4[C:13](=[CH:14][CH:15]=[CH:16][CH:17]=4)[CH:12]([C:19]4[CH:20]=[CH:21][CH:22]=[CH:23][CH:24]=4)[CH:11]3[C:25]([OH:27])=[O:26])=[CH:4][C:3]=2[O:2]1. (10) Given the reactants Cl[C:2]1[N:7]=[C:6]([NH:8][CH2:9][C:10]#[CH:11])[N:5]=[C:4]([N:12]([CH3:15])[O:13][CH3:14])[N:3]=1.[NH4+:16].[OH-], predict the reaction product. The product is: [NH2:16][C:2]1[N:7]=[C:6]([NH:8][CH2:9][C:10]#[CH:11])[N:5]=[C:4]([N:12]([CH3:15])[O:13][CH3:14])[N:3]=1.